This data is from Forward reaction prediction with 1.9M reactions from USPTO patents (1976-2016). The task is: Predict the product of the given reaction. (1) Given the reactants [OH:1][C:2]([CH3:21])([CH3:20])[CH2:3][NH:4][C:5]([C:7]1[S:8][CH:9]=[C:10]([C:12]([N:14]2[CH2:18][CH2:17][CH2:16][C@@H:15]2[CH3:19])=[O:13])[N:11]=1)=[O:6].Br[C:23]1[CH:28]=[CH:27][C:26]([C:29]([OH:38])([C:34]([F:37])([F:36])[F:35])[C:30]([F:33])([F:32])[F:31])=[CH:25][C:24]=1[O:39][CH3:40], predict the reaction product. The product is: [F:31][C:30]([F:32])([F:33])[C:29]([C:26]1[CH:27]=[CH:28][C:23]([C:9]2[S:8][C:7]([C:5]([NH:4][CH2:3][C:2]([OH:1])([CH3:20])[CH3:21])=[O:6])=[N:11][C:10]=2[C:12]([N:14]2[CH2:18][CH2:17][CH2:16][C@@H:15]2[CH3:19])=[O:13])=[C:24]([O:39][CH3:40])[CH:25]=1)([OH:38])[C:34]([F:35])([F:37])[F:36]. (2) Given the reactants [O:1]1[C:6]2[CH:7]=[CH:8][CH:9]=[CH:10][C:5]=2[NH:4][CH2:3][CH2:2]1.[Br:11][C:12]1[CH:13]=[C:14]([CH:18]=[CH:19][C:20]=1[OH:21])[C:15](Cl)=[O:16], predict the reaction product. The product is: [Br:11][C:12]1[CH:13]=[C:14]([C:15]([N:4]2[C:5]3[CH:10]=[CH:9][CH:8]=[CH:7][C:6]=3[O:1][CH2:2][CH2:3]2)=[O:16])[CH:18]=[CH:19][C:20]=1[OH:21]. (3) Given the reactants [OH-].[Na+].[CH:3](/[CH2:11][C:12]([OH:14])=[O:13])=[CH:4]\[C:5]1[CH:10]=[CH:9][CH:8]=[CH:7][CH:6]=1.[Cl-].[Zn+2:16].[Cl-], predict the reaction product. The product is: [CH:3](/[CH2:11][C:12]([O-:14])=[O:13])=[CH:4]\[C:5]1[CH:10]=[CH:9][CH:8]=[CH:7][CH:6]=1.[Zn+2:16].[CH:3](/[CH2:11][C:12]([O-:14])=[O:13])=[CH:4]\[C:5]1[CH:10]=[CH:9][CH:8]=[CH:7][CH:6]=1. (4) Given the reactants [F:1][C:2]1[CH:3]=[C:4]2[C:8](=[CH:9][CH:10]=1)[NH:7][CH:6]=[CH:5]2.[N:11]1[CH:16]=[CH:15][C:14]([CH:17]=[O:18])=[CH:13][CH:12]=1.[OH-].[Na+].O, predict the reaction product. The product is: [F:1][C:2]1[CH:3]=[C:4]2[C:8](=[CH:9][CH:10]=1)[NH:7][CH:6]=[C:5]2[CH:17]([C:14]1[CH:15]=[CH:16][N:11]=[CH:12][CH:13]=1)[OH:18].